From a dataset of Full USPTO retrosynthesis dataset with 1.9M reactions from patents (1976-2016). Predict the reactants needed to synthesize the given product. Given the product [NH2:2][C:3]1[C:8]([NH2:9])=[CH:7][C:6]([C:12]2[CH:13]=[CH:14][C:15]([Br:18])=[CH:16][CH:17]=2)=[CH:5][N:4]=1, predict the reactants needed to synthesize it. The reactants are: C.[NH2:2][C:3]1[C:8]([N+:9]([O-])=O)=[CH:7][C:6]([C:12]2[CH:17]=[CH:16][C:15]([Br:18])=[CH:14][CH:13]=2)=[CH:5][N:4]=1.O.NN.